Dataset: Catalyst prediction with 721,799 reactions and 888 catalyst types from USPTO. Task: Predict which catalyst facilitates the given reaction. (1) Reactant: [Cl:1][C:2]1[CH:7]=[CH:6][CH:5]=[CH:4][C:3]=1[S:8]([N:11]1[CH2:16][CH2:15][N:14]([C:17]2[S:18][CH:19]=[C:20]([C:22]([OH:24])=O)[N:21]=2)[CH2:13][CH2:12]1)(=[O:10])=[O:9].CC[N:27]=C=NCCCN(C)C.C1C=CC2N(O)N=NC=2C=1.C([O-])=O.[NH4+]. Product: [Cl:1][C:2]1[CH:7]=[CH:6][CH:5]=[CH:4][C:3]=1[S:8]([N:11]1[CH2:16][CH2:15][N:14]([C:17]2[S:18][CH:19]=[C:20]([C:22]([NH2:27])=[O:24])[N:21]=2)[CH2:13][CH2:12]1)(=[O:10])=[O:9]. The catalyst class is: 3. (2) Reactant: [Si:1]([O:8][CH2:9][CH:10]1[CH2:18][C:17]2[C:12](=[CH:13][CH:14]=[C:15]([N:19]3[CH2:23][C@H:22]([CH2:24][NH:25][C:26](=[O:28])[CH3:27])[O:21][C:20]3=[O:29])[CH:16]=2)[NH:11]1)([C:4]([CH3:7])([CH3:6])[CH3:5])([CH3:3])[CH3:2].[CH:30](N1C2C=CC=CC=2N=N1)=[O:31]. Product: [Si:1]([O:8][CH2:9][CH:10]1[CH2:18][C:17]2[C:12](=[CH:13][CH:14]=[C:15]([N:19]3[CH2:23][C@H:22]([CH2:24][NH:25][C:26](=[O:28])[CH3:27])[O:21][C:20]3=[O:29])[CH:16]=2)[N:11]1[CH:30]=[O:31])([C:4]([CH3:7])([CH3:5])[CH3:6])([CH3:2])[CH3:3]. The catalyst class is: 1. (3) Reactant: [Br:1][C:2]1[N:7]=[CH:6][C:5]([C:8](=O)[CH2:9][C:10]2[CH:15]=[CH:14][N:13]=[CH:12][CH:11]=2)=[CH:4][CH:3]=1.[CH3:17][N:18]([CH:20](OC)OC)C.[NH2:25]NC. Product: [Br:1][C:2]1[CH:3]=[CH:4][C:5]([C:8]2[C:9]([C:10]3[CH:15]=[CH:14][N:13]=[CH:12][CH:11]=3)=[CH:17][N:18]([CH3:20])[N:25]=2)=[CH:6][N:7]=1. The catalyst class is: 5. (4) Reactant: [CH3:1][C:2]1[CH:7]=[CH:6][C:5]([C:8]2[CH:13]=[CH:12][C:11]([C:14]([O:16][C:17]([CH3:20])([CH3:19])[CH3:18])=[O:15])=[CH:10][CH:9]=2)=[CH:4][CH:3]=1.C1C(=O)N([Br:28])C(=O)C1.C(OOC(=O)C1C=CC=CC=1)(=O)C1C=CC=CC=1. Product: [Br:28][CH2:1][C:2]1[CH:7]=[CH:6][C:5]([C:8]2[CH:13]=[CH:12][C:11]([C:14]([O:16][C:17]([CH3:20])([CH3:19])[CH3:18])=[O:15])=[CH:10][CH:9]=2)=[CH:4][CH:3]=1. The catalyst class is: 53. (5) Reactant: N[C:2]1[CH:7]=[CH:6][C:5]([N:8]2[C:16](=[O:17])[C:15]3[C:10](=[CH:11][CH:12]=[CH:13][CH:14]=3)[C:9]2=[O:18])=[CH:4][C:3]=1[S:19]([F:24])([F:23])([F:22])([F:21])[F:20].S(=O)(=O)(O)O.N([O-])=O.[Na+].[Cu][C:35]#[N:36].[C-]#N.[K+]. Product: [O:17]=[C:16]1[C:15]2[C:10](=[CH:11][CH:12]=[CH:13][CH:14]=2)[C:9](=[O:18])[N:8]1[C:5]1[CH:6]=[CH:7][C:2]([C:35]#[N:36])=[C:3]([S:19]([F:22])([F:24])([F:21])([F:20])[F:23])[CH:4]=1. The catalyst class is: 86. (6) Reactant: C(OC(=O)[N:7]([S:13]([C:16]1[CH:21]=[C:20]([Cl:22])[C:19]([O:23][C:24]2[CH:25]=[N:26][C:27]([C:36]3[CH:41]=[CH:40][CH:39]=[CH:38][C:37]=3[F:42])=[CH:28][C:29]=2[C:30]2[CH:31]=[N:32][N:33]([CH3:35])[CH:34]=2)=[CH:18][C:17]=1[F:43])(=[O:15])=[O:14])[C:8]1[N:9]=[CH:10][S:11][CH:12]=1)(C)(C)C.[F:45][C:46]([F:51])([F:50])[C:47]([OH:49])=[O:48]. Product: [F:45][C:46]([F:51])([F:50])[C:47]([OH:49])=[O:48].[Cl:22][C:20]1[C:19]([O:23][C:24]2[CH:25]=[N:26][C:27]([C:36]3[CH:41]=[CH:40][CH:39]=[CH:38][C:37]=3[F:42])=[CH:28][C:29]=2[C:30]2[CH:31]=[N:32][N:33]([CH3:35])[CH:34]=2)=[CH:18][C:17]([F:43])=[C:16]([S:13]([NH:7][C:8]2[N:9]=[CH:10][S:11][CH:12]=2)(=[O:14])=[O:15])[CH:21]=1. The catalyst class is: 4. (7) Reactant: [N:1]12[CH2:8][CH2:7][CH:4]([CH2:5][CH2:6]1)[CH:3]([C:9]([O:11][CH:12]([C:20]1[CH:25]=[CH:24][CH:23]=[C:22]([F:26])[CH:21]=1)[C:13]1[CH:18]=[CH:17][CH:16]=[C:15]([F:19])[CH:14]=1)=[O:10])[CH2:2]2.[Br:27][CH2:28][C:29]([C:31]1[O:35][N:34]=[C:33]([C:36]([O:38][CH2:39][CH3:40])=[O:37])[CH:32]=1)=[O:30]. Product: [Br-:27].[F:26][C:22]1[CH:21]=[C:20]([CH:12]([C:13]2[CH:18]=[CH:17][CH:16]=[C:15]([F:19])[CH:14]=2)[O:11][C:9]([CH:3]2[CH:4]3[CH2:5][CH2:6][N+:1]([CH2:28][C:29]([C:31]4[O:35][N:34]=[C:33]([C:36]([O:38][CH2:39][CH3:40])=[O:37])[CH:32]=4)=[O:30])([CH2:8][CH2:7]3)[CH2:2]2)=[O:10])[CH:25]=[CH:24][CH:23]=1. The catalyst class is: 10.